Predict the product of the given reaction. From a dataset of Forward reaction prediction with 1.9M reactions from USPTO patents (1976-2016). (1) Given the reactants C([Li])(CC)C.[C:6]([OH:16])(=[O:15])[C:7]1[CH:12]=CC(OC)=C[CH:8]=1.[F:17][C:18]1[CH:19]=[C:20]([CH:26]=[CH:27][CH:28]=1)[C:21]([O:23]CC)=O.[CH2:29]1[CH2:33][O:32][CH2:31][CH2:30]1, predict the reaction product. The product is: [F:17][C:18]1[CH:19]=[C:20]([CH:26]=[CH:27][CH:28]=1)[C:21]([C:8]1[CH:30]=[CH:29][C:33]([O:32][CH3:31])=[CH:12][C:7]=1[C:6]([OH:16])=[O:15])=[O:23]. (2) Given the reactants [NH2:1][C:2]1[CH:10]=[CH:9][C:8]([F:11])=[CH:7][C:3]=1[C:4]([OH:6])=[O:5].[C:12](OC(=O)CC)(=O)[CH2:13][CH3:14], predict the reaction product. The product is: [CH2:13]([C:14]1[O:5][C:4](=[O:6])[C:3]2[CH:7]=[C:8]([F:11])[CH:9]=[CH:10][C:2]=2[N:1]=1)[CH3:12].